The task is: Predict the product of the given reaction.. This data is from Forward reaction prediction with 1.9M reactions from USPTO patents (1976-2016). (1) Given the reactants [CH2:1]([O:3][C:4]1[CH:9]=[CH:8][C:7]([C:10]2[CH:11]=[CH:12][C:13]3[N:14]([C:16]([C:20]4[CH:21]=[CH:22][C:23](O)=[N:24][CH:25]=4)=[C:17]([CH3:19])[N:18]=3)[N:15]=2)=[CH:6][C:5]=1[O:27][CH3:28])[CH3:2].O=P(Cl)(Cl)[Cl:31], predict the reaction product. The product is: [Cl:31][C:23]1[N:24]=[CH:25][C:20]([C:16]2[N:14]3[N:15]=[C:10]([C:7]4[CH:8]=[CH:9][C:4]([O:3][CH2:1][CH3:2])=[C:5]([O:27][CH3:28])[CH:6]=4)[CH:11]=[CH:12][C:13]3=[N:18][C:17]=2[CH3:19])=[CH:21][CH:22]=1. (2) Given the reactants [F:1][C:2]([F:12])([F:11])[CH:3]([CH:5]1[CH2:9][O:8][C:7](=[O:10])[NH:6]1)[CH3:4].[F:13][C:14]1[N:19]=[C:18](F)[CH:17]=[CH:16][N:15]=1.[H-].[Na+], predict the reaction product. The product is: [F:13][C:14]1[N:19]=[C:18]([N:6]2[CH:5]([CH:3]([CH3:4])[C:2]([F:1])([F:11])[F:12])[CH2:9][O:8][C:7]2=[O:10])[CH:17]=[CH:16][N:15]=1.